The task is: Regression. Given two drug SMILES strings and cell line genomic features, predict the synergy score measuring deviation from expected non-interaction effect.. This data is from NCI-60 drug combinations with 297,098 pairs across 59 cell lines. (1) Drug 1: CC1=CC=C(C=C1)C2=CC(=NN2C3=CC=C(C=C3)S(=O)(=O)N)C(F)(F)F. Drug 2: C1CN(CCN1C(=O)CCBr)C(=O)CCBr. Cell line: 786-0. Synergy scores: CSS=11.7, Synergy_ZIP=-5.94, Synergy_Bliss=-0.201, Synergy_Loewe=-7.24, Synergy_HSA=-1.18. (2) Drug 1: CC(C1=C(C=CC(=C1Cl)F)Cl)OC2=C(N=CC(=C2)C3=CN(N=C3)C4CCNCC4)N. Drug 2: C1=CC(=CC=C1CCC2=CNC3=C2C(=O)NC(=N3)N)C(=O)NC(CCC(=O)O)C(=O)O. Cell line: MDA-MB-231. Synergy scores: CSS=24.3, Synergy_ZIP=-8.58, Synergy_Bliss=2.19, Synergy_Loewe=-1.77, Synergy_HSA=3.47. (3) Drug 1: CCN(CC)CCNC(=O)C1=C(NC(=C1C)C=C2C3=C(C=CC(=C3)F)NC2=O)C. Drug 2: N.N.Cl[Pt+2]Cl. Cell line: IGROV1. Synergy scores: CSS=57.9, Synergy_ZIP=-1.58, Synergy_Bliss=0.723, Synergy_Loewe=-1.28, Synergy_HSA=0.226. (4) Drug 1: CC=C1C(=O)NC(C(=O)OC2CC(=O)NC(C(=O)NC(CSSCCC=C2)C(=O)N1)C(C)C)C(C)C. Drug 2: C1=NC(=NC(=O)N1C2C(C(C(O2)CO)O)O)N. Cell line: OVCAR-5. Synergy scores: CSS=55.8, Synergy_ZIP=-2.43, Synergy_Bliss=0.491, Synergy_Loewe=-14.1, Synergy_HSA=-4.67. (5) Drug 1: CC(C1=C(C=CC(=C1Cl)F)Cl)OC2=C(N=CC(=C2)C3=CN(N=C3)C4CCNCC4)N. Drug 2: CC1CCC2CC(C(=CC=CC=CC(CC(C(=O)C(C(C(=CC(C(=O)CC(OC(=O)C3CCCCN3C(=O)C(=O)C1(O2)O)C(C)CC4CCC(C(C4)OC)O)C)C)O)OC)C)C)C)OC. Cell line: RXF 393. Synergy scores: CSS=22.4, Synergy_ZIP=0.857, Synergy_Bliss=0.840, Synergy_Loewe=-9.41, Synergy_HSA=1.94. (6) Drug 1: CC(C1=C(C=CC(=C1Cl)F)Cl)OC2=C(N=CC(=C2)C3=CN(N=C3)C4CCNCC4)N. Drug 2: C1=C(C(=O)NC(=O)N1)N(CCCl)CCCl. Cell line: 786-0. Synergy scores: CSS=56.0, Synergy_ZIP=10.7, Synergy_Bliss=9.74, Synergy_Loewe=9.30, Synergy_HSA=9.86. (7) Drug 1: C1CN1P(=S)(N2CC2)N3CC3. Drug 2: CN1C(=O)N2C=NC(=C2N=N1)C(=O)N. Cell line: KM12. Synergy scores: CSS=19.9, Synergy_ZIP=-10.0, Synergy_Bliss=-10.3, Synergy_Loewe=-6.67, Synergy_HSA=-3.80. (8) Drug 1: C1CCN(CC1)CCOC2=CC=C(C=C2)C(=O)C3=C(SC4=C3C=CC(=C4)O)C5=CC=C(C=C5)O. Drug 2: CCCCC(=O)OCC(=O)C1(CC(C2=C(C1)C(=C3C(=C2O)C(=O)C4=C(C3=O)C=CC=C4OC)O)OC5CC(C(C(O5)C)O)NC(=O)C(F)(F)F)O. Cell line: NCIH23. Synergy scores: CSS=-3.28, Synergy_ZIP=0.126, Synergy_Bliss=-2.82, Synergy_Loewe=-5.33, Synergy_HSA=-5.46.